Dataset: Catalyst prediction with 721,799 reactions and 888 catalyst types from USPTO. Task: Predict which catalyst facilitates the given reaction. (1) Reactant: C1C=CC(O[C:8]([O:12][C:13]2[CH:18]=[CH:17][CH:16]=[CH:15][CH:14]=2)=[N:9][C:10]#[N:11])=CC=1.Cl.[NH2:20][CH2:21][C:22]([O:24][CH2:25][CH3:26])=[O:23].C(N(CC)CC)C. Product: [C:10]([N:9]=[C:8]([NH:20][CH2:21][C:22]([O:24][CH2:25][CH3:26])=[O:23])[O:12][C:13]1[CH:14]=[CH:15][CH:16]=[CH:17][CH:18]=1)#[N:11]. The catalyst class is: 32. (2) Reactant: C[Si](C=[N+]=[N-])(C)C.[CH3:8]COCC.[Br:13][C:14]1[C:15]([CH3:22])=[C:16]([C:19]([OH:21])=[O:20])[S:17][CH:18]=1.C(O)(=O)C. Product: [CH3:8][O:20][C:19]([C:16]1[S:17][CH:18]=[C:14]([Br:13])[C:15]=1[CH3:22])=[O:21]. The catalyst class is: 111. (3) Reactant: [Li+].[OH-].[CH2:3]([N:10]1[CH:15]=[CH:14][N:13]=[C:12]([C:16]([O:18]C)=[O:17])[C:11]1=[O:20])[C:4]1[CH:9]=[CH:8][CH:7]=[CH:6][CH:5]=1.Cl.O. Product: [CH2:3]([N:10]1[CH:15]=[CH:14][N:13]=[C:12]([C:16]([OH:18])=[O:17])[C:11]1=[O:20])[C:4]1[CH:5]=[CH:6][CH:7]=[CH:8][CH:9]=1. The catalyst class is: 36. (4) Reactant: Cl[C:2]1[C:3]2[N:10]([CH3:11])[CH:9]=[CH:8][C:4]=2[N:5]=[CH:6][N:7]=1.[NH2:12][C:13]1[CH:18]=[CH:17][C:16]([OH:19])=[CH:15][CH:14]=1.C(=O)([O-])[O-].[K+].[K+].CN1CCCC1=O. Product: [CH3:11][N:10]1[C:3]2[C:2]([O:19][C:16]3[CH:17]=[CH:18][C:13]([NH2:12])=[CH:14][CH:15]=3)=[N:7][CH:6]=[N:5][C:4]=2[CH:8]=[CH:9]1. The catalyst class is: 6. (5) Reactant: [CH3:1][N:2]1[C:10]2[C:5](=[CH:6][CH:7]=[C:8]([C:11]([F:14])([F:13])[F:12])[CH:9]=2)[C:4]([C:15]2[N:20]=[C:19]3[C:21]([C:24](O)=[O:25])=[CH:22][NH:23][C:18]3=[N:17][CH:16]=2)=[N:3]1.[CH3:27][C:28]([NH2:31])([CH3:30])[CH3:29].CCN=C=NCCCN(C)C.C1C=CC2N(O)N=NC=2C=1.CCN(C(C)C)C(C)C. Product: [C:28]([NH:31][C:24]([C:21]1[C:19]2=[N:20][C:15]([C:4]3[C:5]4[C:10](=[CH:9][C:8]([C:11]([F:13])([F:12])[F:14])=[CH:7][CH:6]=4)[N:2]([CH3:1])[N:3]=3)=[CH:16][N:17]=[C:18]2[NH:23][CH:22]=1)=[O:25])([CH3:30])([CH3:29])[CH3:27]. The catalyst class is: 18. (6) Reactant: Br[C:2]1[CH:3]=[C:4]2[C:10]([CH:11]([C:13]3[C:18]([Cl:19])=[CH:17][CH:16]=[CH:15][C:14]=3[Cl:20])[CH3:12])=[CH:9][NH:8][C:5]2=[N:6][CH:7]=1.Cl.CC1(C)C(C)(C)OB([C:30]2[CH:31]=[N:32][N:33]([CH:35]3[CH2:40][CH2:39][NH:38][CH2:37][CH2:36]3)[CH:34]=2)O1.C(=O)([O-])[O-].[K+].[K+]. Product: [Cl:20][C:14]1[CH:15]=[CH:16][CH:17]=[C:18]([Cl:19])[C:13]=1[CH:11]([C:10]1[C:4]2[C:5](=[N:6][CH:7]=[C:2]([C:30]3[CH:31]=[N:32][N:33]([CH:35]4[CH2:40][CH2:39][NH:38][CH2:37][CH2:36]4)[CH:34]=3)[CH:3]=2)[NH:8][CH:9]=1)[CH3:12]. The catalyst class is: 149.